Dataset: Full USPTO retrosynthesis dataset with 1.9M reactions from patents (1976-2016). Task: Predict the reactants needed to synthesize the given product. (1) Given the product [F:1][C:2]1[CH:3]=[C:4]([N+:12]([O-:14])=[O:13])[C:5]([CH:11]=[CH:17][N:18]([CH3:20])[CH3:19])=[C:6]([N+:8]([O-:10])=[O:9])[CH:7]=1, predict the reactants needed to synthesize it. The reactants are: [F:1][C:2]1[CH:3]=[C:4]([N+:12]([O-:14])=[O:13])[C:5]([CH3:11])=[C:6]([N+:8]([O-:10])=[O:9])[CH:7]=1.CO[CH:17](OC)[N:18]([CH3:20])[CH3:19]. (2) Given the product [Cl:12][C:13]1[CH:22]=[CH:21][CH:20]=[C:19]2[C:14]=1[CH:15]=[CH:16][N+:17]([O-:9])=[CH:18]2, predict the reactants needed to synthesize it. The reactants are: C1C=C(Cl)C=C(C(OO)=[O:9])C=1.[Cl:12][C:13]1[CH:22]=[CH:21][CH:20]=[C:19]2[C:14]=1[CH:15]=[CH:16][N:17]=[CH:18]2.